From a dataset of Reaction yield outcomes from USPTO patents with 853,638 reactions. Predict the reaction yield, written as a fraction of the theoretical maximum amount of product (1.0 means a 100% yield; for example, 0.34 means a 34% yield). (1) The reactants are [NH2:1][C:2]1[C:3]([NH:21][CH3:22])=[N:4][C:5]([NH:8][C:9]2[CH:14]=[CH:13][C:12]([N:15]3[CH2:20][CH2:19][O:18][CH2:17][CH2:16]3)=[CH:11][CH:10]=2)=[N:6][CH:7]=1.[Cl:23][C:24]1[C:25]([O:40][CH3:41])=[N:26][C:27]([O:38][CH3:39])=[C:28]([Cl:37])[C:29]=1[C:30](=O)[C:31]([O:33]CC)=O.CC(O)=O. The catalyst is COCCO.CCOC(C)=O. The product is [Cl:37][C:28]1[C:27]([O:38][CH3:39])=[N:26][C:25]([O:40][CH3:41])=[C:24]([Cl:23])[C:29]=1[C:30]1[C:31](=[O:33])[N:21]([CH3:22])[C:3]2[N:4]=[C:5]([NH:8][C:9]3[CH:14]=[CH:13][C:12]([N:15]4[CH2:20][CH2:19][O:18][CH2:17][CH2:16]4)=[CH:11][CH:10]=3)[N:6]=[CH:7][C:2]=2[N:1]=1. The yield is 0.510. (2) The reactants are [Br:1][C:2]1[C:7]([F:8])=[CH:6][CH:5]=[CH:4][N:3]=1.ClC1C=CC=C(C(OO)=[O:17])C=1. The catalyst is C(Cl)(Cl)Cl. The product is [Br:1][C:2]1[C:7]([F:8])=[CH:6][CH:5]=[CH:4][N+:3]=1[O-:17]. The yield is 0.800. (3) The reactants are [CH3:1][N:2](C(ON1N=NC2C=CC=NC1=2)=[N+](C)C)C.F[P-](F)(F)(F)(F)F.[Br:25][C:26]1[CH:27]=[C:28]([N:32]([C:37]2[C:55]([CH:56]3[CH2:58][CH2:57]3)=[CH:54][C:40]3[C:41]([C:51](O)=[O:52])=[C:42]([C:44]4[CH:49]=[CH:48][C:47]([F:50])=[CH:46][CH:45]=4)[O:43][C:39]=3[CH:38]=2)[S:33]([CH3:36])(=[O:35])=[O:34])[CH:29]=[CH:30][CH:31]=1.Cl.CN.CCN(C(C)C)C(C)C. The catalyst is CN(C=O)C.CCOC(C)=O. The product is [Br:25][C:26]1[CH:27]=[C:28]([N:32]([C:37]2[C:55]([CH:56]3[CH2:58][CH2:57]3)=[CH:54][C:40]3[C:41]([C:51]([NH:2][CH3:1])=[O:52])=[C:42]([C:44]4[CH:49]=[CH:48][C:47]([F:50])=[CH:46][CH:45]=4)[O:43][C:39]=3[CH:38]=2)[S:33]([CH3:36])(=[O:35])=[O:34])[CH:29]=[CH:30][CH:31]=1. The yield is 0.790.